The task is: Regression/Classification. Given a drug SMILES string, predict its absorption, distribution, metabolism, or excretion properties. Task type varies by dataset: regression for continuous measurements (e.g., permeability, clearance, half-life) or binary classification for categorical outcomes (e.g., BBB penetration, CYP inhibition). Dataset: cyp1a2_veith.. This data is from CYP1A2 inhibition data for predicting drug metabolism from PubChem BioAssay. (1) The compound is Cc1cc2c(cc1S(N)(=O)=O)S(=O)(=O)CCC2. The result is 0 (non-inhibitor). (2) The compound is CCOC(=O)C1=C(c2ccccc2)N=c2s/c(=C\c3cccc(O)c3)c(=O)n2C1c1cccs1. The result is 1 (inhibitor). (3) The molecule is CC(C)c1ccc2c(c1)CC[C@H]1[C@@](C)(CN)CCC[C@@]21C.O=C(O)c1ccccc1. The result is 0 (non-inhibitor). (4) The drug is Cc1ccc(C(c2ccc(C)o2)c2cccc([N+](=O)[O-])c2O)o1. The result is 1 (inhibitor). (5) The compound is O=C(CSC1=NCCN1)c1ccccc1. The result is 0 (non-inhibitor).